This data is from Forward reaction prediction with 1.9M reactions from USPTO patents (1976-2016). The task is: Predict the product of the given reaction. (1) Given the reactants [O:1]=[C:2]1[C:11]2[C:6](=[CH:7][CH:8]=[CH:9][CH:10]=2)[N:5]=[C:4]([C:12]([NH:14][CH2:15][C:16]2[CH:17]=[C:18]([C:22]3[CH:27]=[CH:26][C:25]([S:28]([NH:31][C@H:32]([C:36]([O:38]C)=[O:37])[CH:33]([CH3:35])[CH3:34])(=[O:30])=[O:29])=[CH:24][CH:23]=3)[CH:19]=[CH:20][CH:21]=2)=[O:13])[NH:3]1.CO.O.[OH-].[Na+], predict the reaction product. The product is: [O:1]=[C:2]1[C:11]2[C:6](=[CH:7][CH:8]=[CH:9][CH:10]=2)[N:5]=[C:4]([C:12]([NH:14][CH2:15][C:16]2[CH:17]=[C:18]([C:22]3[CH:27]=[CH:26][C:25]([S:28]([NH:31][C@H:32]([C:36]([OH:38])=[O:37])[CH:33]([CH3:35])[CH3:34])(=[O:29])=[O:30])=[CH:24][CH:23]=3)[CH:19]=[CH:20][CH:21]=2)=[O:13])[NH:3]1. (2) Given the reactants [C:1]([O:5][C:6]([NH:8][CH2:9][C:10]([OH:12])=O)=[O:7])([CH3:4])([CH3:3])[CH3:2].Cl.C(N=C=NCCCN(C)C)C.[NH2:25][C:26]1[CH:33]=[CH:32][C:29]([C:30]#[N:31])=[CH:28][C:27]=1[O:34][CH3:35], predict the reaction product. The product is: [C:30]([C:29]1[CH:32]=[CH:33][C:26]([NH:25][C:10](=[O:12])[CH2:9][NH:8][C:6](=[O:7])[O:5][C:1]([CH3:2])([CH3:3])[CH3:4])=[C:27]([O:34][CH3:35])[CH:28]=1)#[N:31]. (3) The product is: [F:10][C:7]([F:8])([F:9])[C:6]([N:21]1[CH2:26][CH2:25][C@@H:24]([NH:27][C:28](=[O:34])[O:29][C:30]([CH3:33])([CH3:31])[CH3:32])[C@@H:23]([NH:35][C:36](=[O:45])[O:37][CH2:38][C:39]2[CH:44]=[CH:43][CH:42]=[CH:41][CH:40]=2)[CH2:22]1)=[O:11]. Given the reactants [F:8][C:7]([F:10])([F:9])[C:6](O[C:6](=[O:11])[C:7]([F:10])([F:9])[F:8])=[O:11].C(N(CC)CC)C.[NH:21]1[CH2:26][CH2:25][C@@H:24]([NH:27][C:28](=[O:34])[O:29][C:30]([CH3:33])([CH3:32])[CH3:31])[C@@H:23]([NH:35][C:36](=[O:45])[O:37][CH2:38][C:39]2[CH:44]=[CH:43][CH:42]=[CH:41][CH:40]=2)[CH2:22]1.C(OCC)(=O)C, predict the reaction product. (4) Given the reactants [CH3:1][N:2]1[C:6]([C:7]([NH:9][C:10]2[CH:11]=[C:12]([C:16]#[C:17][C:18]3[CH:19]=[C:20]([C:24]([N:26]=[S:27]([C:30]4[CH:31]=[C:32]([CH:37]=[CH:38][CH:39]=4)[C:33]([O:35]C)=[O:34])([CH3:29])=[O:28])=[O:25])[CH:21]=[N:22][CH:23]=3)[CH:13]=[CH:14][CH:15]=2)=[O:8])=[CH:5][C:4]([CH3:40])=[N:3]1.[OH-].[Na+].C(O)(=O)C, predict the reaction product. The product is: [CH3:1][N:2]1[C:6]([C:7]([NH:9][C:10]2[CH:11]=[C:12]([C:16]#[C:17][C:18]3[CH:19]=[C:20]([C:24]([N:26]=[S:27]([C:30]4[CH:31]=[C:32]([CH:37]=[CH:38][CH:39]=4)[C:33]([OH:35])=[O:34])([CH3:29])=[O:28])=[O:25])[CH:21]=[N:22][CH:23]=3)[CH:13]=[CH:14][CH:15]=2)=[O:8])=[CH:5][C:4]([CH3:40])=[N:3]1. (5) Given the reactants Cl[C:2]1[N:11]=[C:10]([NH:12][CH2:13][CH:14]([C:21]2[CH:26]=[CH:25][CH:24]=[CH:23][CH:22]=2)[C:15]2[CH:20]=[CH:19][CH:18]=[CH:17][CH:16]=2)[C:9]2[C:4](=[CH:5][CH:6]=[CH:7][CH:8]=2)[N:3]=1.[NH:27]1[C:35]2[CH:34]=[CH:33][CH:32]=[C:31](B(O)O)[C:30]=2[CH:29]=[CH:28]1.C(NC1C2C(=CC=CC=2)N=C(C2SC3C=CC=CC=3C=2)N=1)(C1C=CC=CC=1)C1C=CC=CC=1, predict the reaction product. The product is: [C:15]1([CH:14]([C:21]2[CH:26]=[CH:25][CH:24]=[CH:23][CH:22]=2)[CH2:13][NH:12][C:10]2[C:9]3[C:4](=[CH:5][CH:6]=[CH:7][CH:8]=3)[N:3]=[C:2]([C:31]3[CH:32]=[CH:33][CH:34]=[C:35]4[C:30]=3[CH:29]=[CH:28][NH:27]4)[N:11]=2)[CH:20]=[CH:19][CH:18]=[CH:17][CH:16]=1. (6) Given the reactants [C@H:1]12[CH2:7][C@H:4]([NH:5][CH2:6]1)[CH2:3][N:2]2[C:8]([C@@H:10]([NH:15][C:16]([C:18]1[NH:19][C:20]2[C:25]([CH:26]=1)=[CH:24][CH:23]=[CH:22][CH:21]=2)=[O:17])[C:11]([CH3:14])([CH3:13])[CH3:12])=[O:9].[Br:27][C:28]1[CH:29]=[CH:30][C:31]([C:34](O)=[O:35])=[N:32][CH:33]=1.C(Cl)CCl.C1C=CC2N(O)N=NC=2C=1.CN1CCOCC1, predict the reaction product. The product is: [Br:27][C:28]1[CH:29]=[CH:30][C:31]([C:34]([N:5]2[CH2:6][C@@H:1]3[CH2:7][C@H:4]2[CH2:3][N:2]3[C:8]([C@@H:10]([NH:15][C:16]([C:18]2[NH:19][C:20]3[C:25]([CH:26]=2)=[CH:24][CH:23]=[CH:22][CH:21]=3)=[O:17])[C:11]([CH3:14])([CH3:13])[CH3:12])=[O:9])=[O:35])=[N:32][CH:33]=1.